This data is from Forward reaction prediction with 1.9M reactions from USPTO patents (1976-2016). The task is: Predict the product of the given reaction. (1) Given the reactants [OH:1][C:2]1[CH:3]=[C:4]([CH:7]=[CH:8][CH:9]=1)[CH:5]=O.FC(F)(F)C(O)=O.[CH3:17][O:18][C:19](=[O:32])[CH:20]([NH2:31])[CH2:21][C:22]1[C:23]2[CH:30]=[CH:29][CH:28]=[CH:27][C:24]=2[S:25][CH:26]=1, predict the reaction product. The product is: [CH3:17][O:18][C:19]([C@@H:20]1[NH:31][C@H:5]([C:4]2[CH:7]=[CH:8][CH:9]=[C:2]([OH:1])[CH:3]=2)[C:26]2[S:25][C:24]3[CH:27]=[CH:28][CH:29]=[CH:30][C:23]=3[C:22]=2[CH2:21]1)=[O:32]. (2) Given the reactants [CH2:1]([N:3]([CH2:51][CH3:52])[C@H:4]([C:45]1[CH:50]=[CH:49][CH:48]=[CH:47][CH:46]=1)[C:5]([N:7]1[CH2:11][CH2:10][CH2:9][C@H:8]1[C:12]([NH:14][C:15]1[CH:20]=[CH:19][C:18]([CH2:21][N:22]([C:38]2[CH:43]=[CH:42][C:41]([F:44])=[CH:40][CH:39]=2)[CH2:23][C:24]2[CH:29]=[CH:28][C:27]([NH:30][C:31]([C@@H:33]3[CH2:37][CH2:36][CH2:35][NH:34]3)=[O:32])=[CH:26][CH:25]=2)=[CH:17][CH:16]=1)=[O:13])=[O:6])[CH3:2].[CH3:53][O:54][C:55]([NH:57][C@@H:58]([C@H:62]1[CH2:66][CH2:65][O:64][CH2:63]1)[C:59](O)=[O:60])=[O:56], predict the reaction product. The product is: [CH2:51]([N:3]([CH2:1][CH3:2])[C@H:4]([C:45]1[CH:50]=[CH:49][CH:48]=[CH:47][CH:46]=1)[C:5]([N:7]1[CH2:11][CH2:10][CH2:9][C@H:8]1[C:12]([NH:14][C:15]1[CH:16]=[CH:17][C:18]([CH2:21][N:22]([CH2:23][C:24]2[CH:29]=[CH:28][C:27]([NH:30][C:31]([C@@H:33]3[CH2:37][CH2:36][CH2:35][N:34]3[C:59](=[O:60])[C@@H:58]([NH:57][C:55](=[O:56])[O:54][CH3:53])[C@H:62]3[CH2:66][CH2:65][O:64][CH2:63]3)=[O:32])=[CH:26][CH:25]=2)[C:38]2[CH:39]=[CH:40][C:41]([F:44])=[CH:42][CH:43]=2)=[CH:19][CH:20]=1)=[O:13])=[O:6])[CH3:52]. (3) Given the reactants [C:1]1([NH2:8])[C:2]([NH2:7])=[CH:3][CH:4]=[CH:5][CH:6]=1.CO[C:11](=N)[C:12]([Cl:15])([Cl:14])[Cl:13].C1(C)C=CC=CC=1, predict the reaction product. The product is: [Cl:13][C:12]([Cl:15])([Cl:14])[C:11]1[NH:8][C:1]2[CH:6]=[CH:5][CH:4]=[CH:3][C:2]=2[N:7]=1. (4) Given the reactants [N:1]1[CH:6]=[CH:5][CH:4]=[C:3]([C:7]2[C:11]3[CH2:12][NH:13][CH2:14][CH2:15][C:10]=3[NH:9][N:8]=2)[N:2]=1.[Cl:16][C:17]1[CH:18]=[C:19]([NH:23][C:24](=O)[O:25]C2C=CC=CC=2)[CH:20]=[CH:21][CH:22]=1, predict the reaction product. The product is: [Cl:16][C:17]1[CH:18]=[C:19]([NH:23][C:24]([N:13]2[CH2:14][CH2:15][C:10]3[NH:9][N:8]=[C:7]([C:3]4[N:2]=[N:1][CH:6]=[CH:5][CH:4]=4)[C:11]=3[CH2:12]2)=[O:25])[CH:20]=[CH:21][CH:22]=1. (5) Given the reactants CS(O[CH2:6][CH2:7][O:8][C:9]1[CH:14]=[CH:13][C:12]([Br:15])=[CH:11][C:10]=1[C:16]([F:19])([F:18])[F:17])(=O)=O.C(=O)([O-])[O-].[K+].[K+].[N-:26]=[N+:27]=[N-:28].[Na+].O, predict the reaction product. The product is: [N:26]([CH2:6][CH2:7][O:8][C:9]1[CH:14]=[CH:13][C:12]([Br:15])=[CH:11][C:10]=1[C:16]([F:19])([F:18])[F:17])=[N+:27]=[N-:28]. (6) Given the reactants [N:1]1[CH:6]=[CH:5][CH:4]=[CH:3][C:2]=1[CH2:7][N:8]1[C:16]2[C:11](=[CH:12][C:13]([NH:17][C:18]3[C:27]4[C:22](=[CH:23][CH:24]=[CH:25][C:26]=4[O:28][CH2:29][C:30](OC)=[O:31])[N:21]=[CH:20][N:19]=3)=[CH:14][CH:15]=2)[CH:10]=[N:9]1.[NH:34]1[CH2:39][CH2:38][O:37][CH2:36][CH2:35]1, predict the reaction product. The product is: [N:34]1([C:30](=[O:31])[CH2:29][O:28][C:26]2[CH:25]=[CH:24][CH:23]=[C:22]3[C:27]=2[C:18]([NH:17][C:13]2[CH:12]=[C:11]4[C:16](=[CH:15][CH:14]=2)[N:8]([CH2:7][C:2]2[CH:3]=[CH:4][CH:5]=[CH:6][N:1]=2)[N:9]=[CH:10]4)=[N:19][CH:20]=[N:21]3)[CH2:39][CH2:38][O:37][CH2:36][CH2:35]1. (7) The product is: [CH3:15][O:16][C:17]([CH:19]1[CH2:24][CH2:23][CH:22]([C:25]2[CH:30]=[CH:29][C:28]([CH:42]=[CH:41][CH:38]3[CH2:39][CH2:40][CH:35]([CH2:32][CH2:33][CH3:34])[CH2:36][CH2:37]3)=[CH:27][CH:26]=2)[CH2:21][CH2:20]1)=[O:18]. Given the reactants CN(C)C(=O)C.P([O-])([O-])([O-])=O.[K+].[K+].[K+].[CH3:15][O:16][C:17]([CH:19]1[CH2:24][CH2:23][CH:22]([C:25]2[CH:30]=[CH:29][C:28](Br)=[CH:27][CH:26]=2)[CH2:21][CH2:20]1)=[O:18].[CH2:32]([CH:35]1[CH2:40][CH2:39][CH:38]([CH:41]=[CH2:42])[CH2:37][CH2:36]1)[CH2:33][CH3:34], predict the reaction product. (8) Given the reactants [Cl:1][C:2]1[N:7]=[C:6]([N:8]2[CH2:13][C@@H:12]3[C@@:10]([NH:15]C(=O)OC(C)(C)C)([C@@H:11]3[CH3:14])[CH2:9]2)[C:5]([F:23])=[CH:4][N:3]=1.Cl.[CH3:25][N:26]1[CH:30]=[C:29]([NH2:31])[CH:28]=[N:27]1, predict the reaction product. The product is: [ClH:1].[F:23][C:5]1[C:6]([N:8]2[CH2:13][C@@H:12]3[C@@:10]([NH2:15])([C@@H:11]3[CH3:14])[CH2:9]2)=[N:7][C:2]([NH:31][C:29]2[CH:28]=[N:27][N:26]([CH3:25])[CH:30]=2)=[N:3][CH:4]=1.